Dataset: Catalyst prediction with 721,799 reactions and 888 catalyst types from USPTO. Task: Predict which catalyst facilitates the given reaction. Reactant: [C:1]1([C:3](=[CH:5][CH:6]=[CH:7][CH:8]=1)[OH:4])[OH:2].C[O-].[Na+].[CH3:12][O:13][C:14](=[O:18])[CH:15](Cl)Cl. Product: [O:2]1[C:1]2[CH:8]=[CH:7][CH:6]=[CH:5][C:3]=2[O:4][CH:15]1[C:14]([O:13][CH3:12])=[O:18]. The catalyst class is: 5.